From a dataset of Full USPTO retrosynthesis dataset with 1.9M reactions from patents (1976-2016). Predict the reactants needed to synthesize the given product. (1) Given the product [ClH:16].[Cl:16][C:17]1[CH:18]=[C:19]2[C:24](=[CH:25][CH:26]=1)[CH:23]=[C:22]([S:27]([N:30]1[CH2:35][CH2:34][N:33]([C:11]([C:9]3[S:8][C:5]4[CH2:6][NH:7][CH:2]([CH3:1])[CH2:3][C:4]=4[N:10]=3)=[O:13])[CH:32]([CH2:36][C:37]([N:39]3[CH2:44][CH2:43][O:42][CH2:41][CH2:40]3)=[O:38])[CH2:31]1)(=[O:28])=[O:29])[CH:21]=[CH:20]2, predict the reactants needed to synthesize it. The reactants are: [CH3:1][CH:2]1[NH:7][CH2:6][C:5]2[S:8][C:9]([C:11]([O-:13])=O)=[N:10][C:4]=2[CH2:3]1.[Li+].Cl.[Cl:16][C:17]1[CH:18]=[C:19]2[C:24](=[CH:25][CH:26]=1)[CH:23]=[C:22]([S:27]([N:30]1[CH2:35][CH2:34][NH:33][CH:32]([CH2:36][C:37]([N:39]3[CH2:44][CH2:43][O:42][CH2:41][CH2:40]3)=[O:38])[CH2:31]1)(=[O:29])=[O:28])[CH:21]=[CH:20]2. (2) Given the product [Cl:1][C:2]1[CH:3]=[CH:4][C:5]([C:8]2[N:9]([CH2:22][C@H:23]([OH:28])[C:24]([F:25])([F:27])[F:26])[C:10](=[O:21])[N:11]([CH2:13][C:14]3[N:18]=[C:17]([CH2:19][OH:20])[N:16]([C:32]4[CH:33]=[CH:34][CH:35]=[CH:36][C:31]=4[O:30][CH3:29])[N:15]=3)[N:12]=2)=[CH:6][CH:7]=1, predict the reactants needed to synthesize it. The reactants are: [Cl:1][C:2]1[CH:7]=[CH:6][C:5]([C:8]2[N:9]([CH2:22][C@H:23]([OH:28])[C:24]([F:27])([F:26])[F:25])[C:10](=[O:21])[N:11]([CH2:13][C:14]3[N:18]=[C:17]([CH2:19][OH:20])[NH:16][N:15]=3)[N:12]=2)=[CH:4][CH:3]=1.[CH3:29][O:30][C:31]1[CH:36]=[CH:35][CH:34]=[CH:33][C:32]=1B(O)O.B(O)O. (3) The reactants are: [ClH:1].N[NH:3][C:4](=[NH:7])[NH:5][NH2:6].[F:8][C:9]([F:14])([F:13])[C:10]([O-:12])=[O:11].[Na+:15].C(#[N:18])C. Given the product [F:8][C:9]([F:14])([F:13])[C:10]([O-:12])=[O:11].[NH2:18][N+:5]([NH2:6])=[C:4]([NH2:7])[NH2:3].[Cl-:1].[Na+:15], predict the reactants needed to synthesize it. (4) Given the product [CH:1]1([NH:4][C:20]([C:16]2[N:15]=[C:14]3[CH:13]=[C:12]([C:24]([NH:25][CH:26]([C:31]4[CH:36]=[CH:35][C:34]([F:37])=[C:33]([C:38]([F:39])([F:40])[F:41])[CH:32]=4)[C:27]([F:29])([F:28])[F:30])=[O:42])[N:11]([CH2:9][CH3:10])[C:19]3=[CH:18][CH:17]=2)=[O:21])[CH2:3][CH2:2]1, predict the reactants needed to synthesize it. The reactants are: [CH:1]1([NH2:4])[CH2:3][CH2:2]1.C[Al](C)C.[CH2:9]([N:11]1[C:19]2[C:14](=[N:15][C:16]([C:20](OC)=[O:21])=[CH:17][CH:18]=2)[CH:13]=[C:12]1[C:24](=[O:42])[NH:25][CH:26]([C:31]1[CH:36]=[CH:35][C:34]([F:37])=[C:33]([C:38]([F:41])([F:40])[F:39])[CH:32]=1)[C:27]([F:30])([F:29])[F:28])[CH3:10]. (5) Given the product [Cl:2][C:3]1[N:8]=[CH:7][C:6]([CH2:9][N:10]2[C:18]3[C:13](=[N:14][CH:15]=[CH:16][CH:17]=3)[C:12]([C:19]([NH:22][CH:23]3[CH2:28][CH2:27][O:26][CH2:25][CH:24]3[OH:29])=[O:21])=[CH:11]2)=[CH:5][CH:4]=1, predict the reactants needed to synthesize it. The reactants are: Cl.[Cl:2][C:3]1[N:8]=[CH:7][C:6]([CH2:9][N:10]2[C:18]3[C:13](=[N:14][CH:15]=[CH:16][CH:17]=3)[C:12]([C:19]([OH:21])=O)=[CH:11]2)=[CH:5][CH:4]=1.[NH2:22][CH:23]1[CH2:28][CH2:27][O:26][CH2:25][CH:24]1[OH:29]. (6) Given the product [CH3:21][O:22][N:23]=[C:12]([C:13]1[CH:18]=[CH:17][CH:16]=[CH:15][CH:14]=1)[C:8]1[CH:7]=[C:6]([O:5][CH2:1][C:2]#[C:3][CH3:4])[N:11]=[CH:10][N:9]=1, predict the reactants needed to synthesize it. The reactants are: [CH2:1]([O:5][C:6]1[N:11]=[CH:10][N:9]=[C:8]([C:12](=O)[C:13]2[CH:18]=[CH:17][CH:16]=[CH:15][CH:14]=2)[CH:7]=1)[C:2]#[C:3][CH3:4].Cl.[CH3:21][O:22][NH2:23].Cl. (7) Given the product [CH2:19]([NH:20][S:8]([C:5]1[CH:6]=[CH:7][C:2]([Br:1])=[CH:3][C:4]=1[F:12])(=[O:10])=[O:9])[C:13]1[CH:18]=[CH:17][CH:16]=[CH:15][CH:14]=1, predict the reactants needed to synthesize it. The reactants are: [Br:1][C:2]1[CH:7]=[CH:6][C:5]([S:8](Cl)(=[O:10])=[O:9])=[C:4]([F:12])[CH:3]=1.[C:13]1([CH2:19][NH2:20])[CH:18]=[CH:17][CH:16]=[CH:15][CH:14]=1.